From a dataset of Peptide-MHC class I binding affinity with 185,985 pairs from IEDB/IMGT. Regression. Given a peptide amino acid sequence and an MHC pseudo amino acid sequence, predict their binding affinity value. This is MHC class I binding data. (1) The peptide sequence is IAGFIEGGW. The MHC is HLA-A03:01 with pseudo-sequence HLA-A03:01. The binding affinity (normalized) is 0.0847. (2) The binding affinity (normalized) is 0. The peptide sequence is HDWHLDPPF. The MHC is HLA-B45:01 with pseudo-sequence HLA-B45:01. (3) The peptide sequence is ISWMMKLGI. The MHC is HLA-A30:01 with pseudo-sequence HLA-A30:01. The binding affinity (normalized) is 0.187. (4) The peptide sequence is MFTTNIWMKF. The MHC is HLA-B44:02 with pseudo-sequence HLA-B44:02. The binding affinity (normalized) is 0.